From a dataset of Reaction yield outcomes from USPTO patents with 853,638 reactions. Predict the reaction yield, written as a fraction of the theoretical maximum amount of product (1.0 means a 100% yield; for example, 0.34 means a 34% yield). The reactants are [O:1]1CCO[CH:2]1[CH2:6][N:7]1[CH:16]=[CH:15][C:14]2[C:9](=[CH:10][C:11]([C:17]([O:19][CH3:20])=[O:18])=[CH:12][CH:13]=2)[C:8]1=[O:21].Cl. The catalyst is O1CCCC1.O. The product is [O:21]=[C:8]1[C:9]2[C:14](=[CH:13][CH:12]=[C:11]([C:17]([O:19][CH3:20])=[O:18])[CH:10]=2)[CH:15]=[CH:16][N:7]1[CH2:6][CH:2]=[O:1]. The yield is 0.560.